Dataset: Forward reaction prediction with 1.9M reactions from USPTO patents (1976-2016). Task: Predict the product of the given reaction. (1) Given the reactants Br[C:2]1[CH:7]=[CH:6][CH:5]=[C:4]([CH2:8][CH3:9])[CH:3]=1.[C:10]([NH2:14])(=[O:13])[CH:11]=[CH2:12].C(N(C(C)C)C(C)C)C, predict the reaction product. The product is: [CH2:8]([C:4]1[CH:3]=[C:2](/[CH:12]=[CH:11]/[C:10]([NH2:14])=[O:13])[CH:7]=[CH:6][CH:5]=1)[CH3:9]. (2) Given the reactants [C:1]1([S:7]([N:10]2[CH2:14][CH:13]([C:15](O)=[O:16])[N:12]([CH:18]3[CH2:23][CH2:22][CH2:21][CH2:20][CH2:19]3)[C:11]2=[O:24])(=[O:9])=[O:8])[CH:6]=[CH:5][CH:4]=[CH:3][CH:2]=1.[Cl:25][C:26]1[C:27]([N:33]2[CH2:38][CH2:37][NH:36][CH2:35][CH2:34]2)=[N:28][CH:29]=[C:30]([Cl:32])[CH:31]=1, predict the reaction product. The product is: [C:1]1([S:7]([N:10]2[CH2:14][CH:13]([C:15]([N:36]3[CH2:37][CH2:38][N:33]([C:27]4[C:26]([Cl:25])=[CH:31][C:30]([Cl:32])=[CH:29][N:28]=4)[CH2:34][CH2:35]3)=[O:16])[N:12]([CH:18]3[CH2:19][CH2:20][CH2:21][CH2:22][CH2:23]3)[C:11]2=[O:24])(=[O:9])=[O:8])[CH:2]=[CH:3][CH:4]=[CH:5][CH:6]=1. (3) Given the reactants [Cl:1][C:2]1[CH:9]=[CH:8][C:5]([CH2:6][NH2:7])=[CH:4][CH:3]=1.[OH:10][C:11]1[C:16]2[CH:17]=[CH:18][S:19][C:15]=2[CH:14]=[CH:13][C:12]=1[C:20](OC)=[O:21], predict the reaction product. The product is: [Cl:1][C:2]1[CH:9]=[CH:8][C:5]([CH2:6][NH:7][C:20]([C:12]2[CH:13]=[CH:14][C:15]3[S:19][CH:18]=[CH:17][C:16]=3[C:11]=2[OH:10])=[O:21])=[CH:4][CH:3]=1.